Dataset: Full USPTO retrosynthesis dataset with 1.9M reactions from patents (1976-2016). Task: Predict the reactants needed to synthesize the given product. (1) Given the product [S:1]([N:11]1[C:15]2[N:16]=[CH:17][C:18]3[N:19]([C:22]([CH:24]4[CH2:40][C:26]5([CH2:29][N:28]([S:30]([C:33]6[CH:39]=[CH:38][C:36]([CH3:37])=[CH:35][CH:34]=6)(=[O:32])=[O:31])[CH2:27]5)[CH2:25]4)=[CH:21][N:20]=3)[C:14]=2[CH:13]=[CH:12]1)([C:4]1[CH:10]=[CH:9][C:7]([CH3:8])=[CH:6][CH:5]=1)(=[O:3])=[O:2], predict the reactants needed to synthesize it. The reactants are: [S:1]([N:11]1[C:15]2=[N:16][CH:17]=[C:18]([NH:20][CH2:21][C:22]([CH:24]3[CH2:40][C:26]4([CH2:29][N:28]([S:30]([C:33]5[CH:39]=[CH:38][C:36]([CH3:37])=[CH:35][CH:34]=5)(=[O:32])=[O:31])[CH2:27]4)[CH2:25]3)=O)[N:19]=[C:14]2[CH:13]=[CH:12]1)([C:4]1[CH:10]=[CH:9][C:7]([CH3:8])=[CH:6][CH:5]=1)(=[O:3])=[O:2]. (2) Given the product [CH:9]([C:12]1[CH:19]=[CH:18][CH:17]=[CH:16][C:13]=1[CH2:14][NH:4][CH:1]1[CH2:3][CH2:2]1)([CH3:11])[CH3:10], predict the reactants needed to synthesize it. The reactants are: [CH:1]1([NH2:4])[CH2:3][CH2:2]1.C(O)(=O)C.[CH:9]([C:12]1[CH:19]=[CH:18][CH:17]=[CH:16][C:13]=1[CH:14]=O)([CH3:11])[CH3:10].C([BH3-])#N.[Na+]. (3) Given the product [ClH:23].[CH:16]1[C:14]2[S:15][C:11]3[NH:10][C:5]4[CH:6]=[CH:7][CH:8]=[CH:9][C:4]=4[N:1]=[C:20]([NH2:21])[C:12]=3[C:13]=2[CH:19]=[CH:18][CH:17]=1, predict the reactants needed to synthesize it. The reactants are: [N+:1]([C:4]1[CH:9]=[CH:8][CH:7]=[CH:6][C:5]=1[NH:10][C:11]1[S:15][C:14]2[CH:16]=[CH:17][CH:18]=[CH:19][C:13]=2[C:12]=1[C:20]#[N:21])([O-])=O.[Sn](Cl)[Cl:23].Cl. (4) Given the product [C:1]([O:5][C:6]([N:8]1[CH2:12][CH:11]([O:13][Si:14]([C:17]([CH3:19])([CH3:18])[CH3:20])([CH3:16])[CH3:15])[CH2:10][CH:9]1[CH:21]([C:26]1[C:34]2[C:29](=[CH:30][C:31]([F:35])=[CH:32][CH:33]=2)[NH:28][CH:27]=1)[CH2:22][NH2:23])=[O:7])([CH3:2])([CH3:3])[CH3:4], predict the reactants needed to synthesize it. The reactants are: [C:1]([O:5][C:6]([N:8]1[CH2:12][CH:11]([O:13][Si:14]([C:17]([CH3:20])([CH3:19])[CH3:18])([CH3:16])[CH3:15])[CH2:10][CH:9]1[CH:21]([C:26]1[C:34]2[C:29](=[CH:30][C:31]([F:35])=[CH:32][CH:33]=2)[NH:28][CH:27]=1)[CH2:22][N+:23]([O-])=O)=[O:7])([CH3:4])([CH3:3])[CH3:2]. (5) Given the product [F:17][C:12]([F:16])([CH:13]([F:15])[F:14])[CH2:11][O:10][C:7]1[N:8]=[CH:9][C:4]([NH2:1])=[CH:5][CH:6]=1, predict the reactants needed to synthesize it. The reactants are: [N+:1]([C:4]1[CH:5]=[CH:6][C:7]([O:10][CH2:11][C:12]([F:17])([F:16])[CH:13]([F:15])[F:14])=[N:8][CH:9]=1)([O-])=O. (6) Given the product [F:9][C:3]1[CH:4]=[C:5]([OH:8])[CH:6]=[CH:7][C:2]=1[N:10]1[CH:14]=[CH:13][CH:12]=[N:11]1, predict the reactants needed to synthesize it. The reactants are: Br[C:2]1[CH:7]=[CH:6][C:5]([OH:8])=[CH:4][C:3]=1[F:9].[NH:10]1[CH:14]=[CH:13][CH:12]=[N:11]1.C(=NO)C1C(=CC=CC=1)O.C(=O)([O-])[O-].[Cs+].[Cs+]. (7) The reactants are: Cl.Cl.[NH2:3][CH2:4][CH2:5][CH2:6][CH2:7][CH2:8][CH2:9][CH2:10][CH2:11][CH2:12][N:13]1[CH2:18][CH2:17][CH:16]([O:19][C:20](=[O:34])[NH:21][C:22]2[CH:27]=[CH:26][CH:25]=[CH:24][C:23]=2[C:28]2[CH:33]=[CH:32][CH:31]=[CH:30][CH:29]=2)[CH2:15][CH2:14]1.[OH:35][C:36]1[C:43]([F:44])=[CH:42][CH:41]=[CH:40][C:37]=1[CH:38]=O. Given the product [OH:35][C:36]1[C:43]([F:44])=[CH:42][CH:41]=[CH:40][C:37]=1[CH2:38][NH:3][CH2:4][CH2:5][CH2:6][CH2:7][CH2:8][CH2:9][CH2:10][CH2:11][CH2:12][N:13]1[CH2:18][CH2:17][CH:16]([O:19][C:20](=[O:34])[NH:21][C:22]2[CH:27]=[CH:26][CH:25]=[CH:24][C:23]=2[C:28]2[CH:33]=[CH:32][CH:31]=[CH:30][CH:29]=2)[CH2:15][CH2:14]1, predict the reactants needed to synthesize it. (8) Given the product [CH3:13][C:5]1([CH3:4])[C:10](=[O:1])[C:18]2[C:15](=[CH:16][CH:21]=[CH:22][CH:23]=2)[O:17][CH2:6]1, predict the reactants needed to synthesize it. The reactants are: [O:1]1[C:10]2[C:5](=[CH:6]C=CC=2)[C:4](=O)CC1.I[CH3:13].C[C:15]([CH3:18])([O-:17])[CH3:16].[K+].O1C[CH2:23][CH2:22][CH2:21]1.